This data is from Forward reaction prediction with 1.9M reactions from USPTO patents (1976-2016). The task is: Predict the product of the given reaction. (1) Given the reactants [F:1][C:2]([F:27])([F:26])[O:3][C:4]1[CH:9]=[CH:8][C:7]([N:10]2[CH:14]=[N:13][C:12]([C:15]3[CH:16]=[C:17]([CH2:21][CH2:22][C:23](O)=[O:24])[CH:18]=[CH:19][CH:20]=3)=[N:11]2)=[CH:6][CH:5]=1.[H-].[Li+].[Al+3].[H-].[H-].[H-].O, predict the reaction product. The product is: [F:27][C:2]([F:1])([F:26])[O:3][C:4]1[CH:5]=[CH:6][C:7]([N:10]2[CH:14]=[N:13][C:12]([C:15]3[CH:16]=[C:17]([CH2:21][CH2:22][CH2:23][OH:24])[CH:18]=[CH:19][CH:20]=3)=[N:11]2)=[CH:8][CH:9]=1. (2) Given the reactants [F:1][C:2]1([F:21])[CH2:5][N:4]([C:6]2[N:7]=[CH:8][C:9]([C:17]([O:19]C)=[O:18])=[N:10][C:11]=2[O:12][CH2:13][CH:14]([F:16])[F:15])[CH2:3]1.O.[OH-].[Li+], predict the reaction product. The product is: [F:21][C:2]1([F:1])[CH2:5][N:4]([C:6]2[N:7]=[CH:8][C:9]([C:17]([OH:19])=[O:18])=[N:10][C:11]=2[O:12][CH2:13][CH:14]([F:15])[F:16])[CH2:3]1. (3) Given the reactants Cl[C:2]1[N:7]=[C:6]([NH:8][C:9]2[CH:18]=[CH:17][CH:16]=[CH:15][C:10]=2[C:11]([NH:13][CH3:14])=[O:12])[C:5]([Cl:19])=[CH:4][N:3]=1.Cl.Cl.[CH3:22][O:23][C:24]1[CH:30]=[C:29]([N:31]2[CH2:36][CH2:35][O:34][CH2:33][CH2:32]2)[CH:28]=[CH:27][C:25]=1[NH2:26].Cl.[OH-].[Na+], predict the reaction product. The product is: [Cl:19][C:5]1[C:6]([NH:8][C:9]2[CH:18]=[CH:17][CH:16]=[CH:15][C:10]=2[C:11]([NH:13][CH3:14])=[O:12])=[N:7][C:2]([NH:26][C:25]2[CH:27]=[CH:28][C:29]([N:31]3[CH2:32][CH2:33][O:34][CH2:35][CH2:36]3)=[CH:30][C:24]=2[O:23][CH3:22])=[N:3][CH:4]=1. (4) The product is: [C:22]([NH:26][C:19]([C:11]1[CH:12]=[C:13]([C:14]2[NH:15][CH:16]=[CH:17][CH:18]=2)[N:9]([C:6]2[CH:7]=[N:8][C:3]([O:2][CH3:1])=[CH:4][CH:5]=2)[N:10]=1)=[O:21])([CH3:25])([CH3:24])[CH3:23]. Given the reactants [CH3:1][O:2][C:3]1[N:8]=[CH:7][C:6]([N:9]2[C:13]([C:14]3[NH:15][CH:16]=[CH:17][CH:18]=3)=[CH:12][C:11]([C:19]([OH:21])=O)=[N:10]2)=[CH:5][CH:4]=1.[C:22]([NH2:26])([CH3:25])([CH3:24])[CH3:23], predict the reaction product. (5) Given the reactants [F:1][C:2]([F:13])([F:12])[C:3]1[N:8]=[CH:7][C:6]([CH2:9][C:10]#[N:11])=[CH:5][CH:4]=1.C1COCC1.[O:19]1[CH2:24][CH2:23][C:22](=[O:25])[CH2:21][CH2:20]1.[NH4+].[Cl-], predict the reaction product. The product is: [OH:25][C:22]1([CH:9]([C:6]2[CH:7]=[N:8][C:3]([C:2]([F:12])([F:1])[F:13])=[CH:4][CH:5]=2)[C:10]#[N:11])[CH2:23][CH2:24][O:19][CH2:20][CH2:21]1. (6) Given the reactants [Cl:1][CH2:2][CH2:3][CH2:4][CH2:5]Cl.[CH2:7]1[C@H:13]2[NH:14][C@H:9]([CH2:10][CH:11]([OH:15])[CH2:12]2)[CH2:8]1.C1CCN2C(=NCCC2)CC1.[CH:27]1[CH:28]=[CH:29][C:30]([C:33]([OH:43])([C:40]([OH:42])=O)[C:34]2[CH:35]=[CH:36][CH:37]=[CH:38][CH:39]=2)=[CH:31][CH:32]=1.C1N=CN(C(N2C=NC=C2)=O)C=1, predict the reaction product. The product is: [CH:37]1[CH:36]=[CH:35][C:34]([C:33]([OH:43])([C:40]([O:15][C@@H:11]2[CH2:10][C@H:9]3[N+:14]4([CH2:5][CH2:4][CH2:3][CH2:2]4)[C@H:13]([CH2:7][CH2:8]3)[CH2:12]2)=[O:42])[C:30]2[CH:29]=[CH:28][CH:27]=[CH:32][CH:31]=2)=[CH:39][CH:38]=1.[Cl-:1]. (7) Given the reactants [NH:1]1[C:5]2[CH:6]=[CH:7][C:8]([NH2:10])=[CH:9][C:4]=2[N:3]=[CH:2]1.[Br:11][C:12]1[CH:19]=[CH:18][C:15]([CH:16]=O)=[CH:14][CH:13]=1.[O:20]([C:22]#[N:23])[K].Cl.N1C=CC=CC=1.[N+:31]([C:33]1[CH:42]=[CH:41][C:36]2[O:37][CH2:38][CH2:39][O:40][C:35]=2[CH:34]=1)#[C-:32], predict the reaction product. The product is: [NH:1]1[C:5]2[CH:6]=[CH:7][C:8]([N:10]3[CH:16]([C:15]4[CH:18]=[CH:19][C:12]([Br:11])=[CH:13][CH:14]=4)[C:32](=[N:31][C:33]4[CH:42]=[CH:41][C:36]5[O:37][CH2:38][CH2:39][O:40][C:35]=5[CH:34]=4)[NH:23][C:22]3=[O:20])=[CH:9][C:4]=2[N:3]=[CH:2]1.